The task is: Predict the reaction yield, written as a fraction of the theoretical maximum amount of product (1.0 means a 100% yield; for example, 0.34 means a 34% yield).. This data is from Reaction yield outcomes from USPTO patents with 853,638 reactions. (1) The reactants are [CH3:1][O:2][C:3]([C:5]1[S:6][C:7]([C:11]2[CH:16]=[CH:15][CH:14]=[CH:13][CH:12]=2)=[CH:8][C:9]=1[NH2:10])=[O:4].[CH2:17]1[O:27][C:20]2([CH2:25][CH2:24][C:23](=O)[CH2:22][CH2:21]2)[O:19][CH2:18]1.C([Sn](Cl)(Cl)CCCC)CCC.C1([SiH3])C=CC=CC=1. The catalyst is C1COCC1. The product is [CH3:1][O:2][C:3]([C:5]1[S:6][C:7]([C:11]2[CH:16]=[CH:15][CH:14]=[CH:13][CH:12]=2)=[CH:8][C:9]=1[NH:10][CH:23]1[CH2:24][CH2:25][C:20]2([O:27][CH2:17][CH2:18][O:19]2)[CH2:21][CH2:22]1)=[O:4]. The yield is 0.770. (2) The reactants are [CH3:1][O:2][C:3]1[CH:4]=[C:5]2[C:10](=[CH:11][CH:12]=1)[N:9]=[CH:8][CH:7]=[C:6]2[N:13]1[CH:21]=[C:20]2[C:15]([CH2:16][CH2:17][CH:18]([NH2:22])[CH2:19]2)=[N:14]1.Cl[CH2:24][C:25]([C:27]1[CH:28]=[CH:29][C:30]2[O:35][CH2:34][C:33](=[O:36])[NH:32][C:31]=2[CH:37]=1)=[O:26].CCN(CC)CC. The catalyst is CN(C=O)C. The product is [CH3:1][O:2][C:3]1[CH:4]=[C:5]2[C:10](=[CH:11][CH:12]=1)[N:9]=[CH:8][CH:7]=[C:6]2[N:13]1[CH:21]=[C:20]2[C:15]([CH2:16][CH2:17][CH:18]([NH:22][CH2:24][C:25]([C:27]3[CH:28]=[CH:29][C:30]4[O:35][CH2:34][C:33](=[O:36])[NH:32][C:31]=4[CH:37]=3)=[O:26])[CH2:19]2)=[N:14]1. The yield is 0.100. (3) The reactants are [CH3:1][C:2]1[CH:7]=[CH:6][C:5]([C:8]2[CH:13]=[CH:12][CH:11]=[CH:10][CH:9]=2)=[CH:4][C:3]=1[NH2:14].CCN(C(C)C)C(C)C.Cl.[N:25]1[CH:30]=[CH:29][CH:28]=[CH:27][C:26]=1[CH2:31][O:32][C:33]1[CH:41]=[CH:40][C:36]([C:37](Cl)=[O:38])=[CH:35][CH:34]=1.[OH-].[Na+]. The catalyst is CN(C=O)C.C(Cl)Cl.O1CCOCC1. The product is [CH3:1][C:2]1[CH:7]=[CH:6][C:5]([C:8]2[CH:13]=[CH:12][CH:11]=[CH:10][CH:9]=2)=[CH:4][C:3]=1[NH:14][C:37](=[O:38])[C:36]1[CH:35]=[CH:34][C:33]([O:32][CH2:31][C:26]2[CH:27]=[CH:28][CH:29]=[CH:30][N:25]=2)=[CH:41][CH:40]=1. The yield is 0.0200. (4) The reactants are Cl[C:2]1[N:7]=[C:6]([NH:8][C:9]2[CH:14]=[CH:13][C:12]3[O:15][CH2:16][CH2:17][O:18][C:11]=3[CH:10]=2)[C:5]([F:19])=[CH:4][N:3]=1.[CH:20](N(CC)C(C)C)(C)C.[CH2:29]([O:33][C:34]1[CH:40]=[CH:39][C:37](N)=[CH:36][CH:35]=1)[CH2:30][CH2:31][CH3:32]. The catalyst is C(O)CO. The product is [CH2:29]([O:33][C:34]1[CH:40]=[CH:39][C:37]([NH:7][C:2]2[CH:20]=[C:6]([NH:8][C:9]3[CH:14]=[CH:13][C:12]4[O:15][CH2:16][CH2:17][O:18][C:11]=4[CH:10]=3)[C:5]([F:19])=[CH:4][N:3]=2)=[CH:36][CH:35]=1)[CH2:30][CH2:31][CH3:32]. The yield is 0.490. (5) The reactants are [Br:1][C:2]1[CH:11]=[CH:10][C:5]([C:6]([O:8]C)=O)=[C:4]([CH2:12]Br)[CH:3]=1.[NH2:14][C@@H:15]([CH2:18][C:19]1[CH:24]=[CH:23][CH:22]=[C:21]([C:25]#[C:26][Si:27]([CH3:30])([CH3:29])[CH3:28])[CH:20]=1)[CH2:16][OH:17].C(N(CC)C(C)C)(C)C. The catalyst is C(O)CCC.CCOC(C)=O. The product is [Br:1][C:2]1[CH:3]=[C:4]2[C:5](=[CH:10][CH:11]=1)[C:6](=[O:8])[N:14]([C@@H:15]([CH2:18][C:19]1[CH:24]=[CH:23][CH:22]=[C:21]([C:25]#[C:26][Si:27]([CH3:29])([CH3:28])[CH3:30])[CH:20]=1)[CH2:16][OH:17])[CH2:12]2. The yield is 0.730. (6) The reactants are [CH3:1][O:2][C:3]1[CH:4]=[C:5]([NH:11][C:12]2[C:13]3[N:39]=[CH:38][S:37][C:14]=3[N:15]=[C:16]([N:18]3[CH2:22][CH2:21][CH:20]([NH:23][C:24]([C:26]4[CH:34]=[CH:33][C:29]([C:30]([O-:32])=[O:31])=[C:28]([O:35][CH3:36])[CH:27]=4)=[O:25])[CH2:19]3)[N:17]=2)[CH:6]=[CH:7][C:8]=1[O:9][CH3:10].[OH-].[Na+]. The catalyst is C1COCC1.CO. The product is [CH3:1][O:2][C:3]1[CH:4]=[C:5]([NH:11][C:12]2[C:13]3[N:39]=[CH:38][S:37][C:14]=3[N:15]=[C:16]([N:18]3[CH2:22][CH2:21][CH:20]([NH:23][C:24]([C:26]4[CH:34]=[CH:33][C:29]([C:30]([OH:32])=[O:31])=[C:28]([O:35][CH3:36])[CH:27]=4)=[O:25])[CH2:19]3)[N:17]=2)[CH:6]=[CH:7][C:8]=1[O:9][CH3:10]. The yield is 0.390. (7) The product is [C:24]([C:18]1([CH2:17][O:16][C:3]2[C:2]([CH:26]3[CH2:28][CH2:27]3)=[CH:14][C:6]([C:7]([O:9][C:10]([CH3:13])([CH3:12])[CH3:11])=[O:8])=[C:5]([F:15])[CH:4]=2)[CH2:23][CH2:22][CH2:21][CH2:20][CH2:19]1)#[N:25]. The catalyst is C1(C)C=CC=CC=1.O.C(OCC)(=O)C.C([O-])(=O)C.[Pd+2].C([O-])(=O)C.[Pd]. The yield is 0.860. The reactants are Cl[C:2]1[C:3]([O:16][CH2:17][C:18]2([C:24]#[N:25])[CH2:23][CH2:22][CH2:21][CH2:20][CH2:19]2)=[CH:4][C:5]([F:15])=[C:6]([CH:14]=1)[C:7]([O:9][C:10]([CH3:13])([CH3:12])[CH3:11])=[O:8].[CH:26]1(B(O)O)[CH2:28][CH2:27]1.P([O-])([O-])([O-])=O.[K+].[K+].[K+].F[B-](F)(F)F.C1(P(C2CCCCC2)C2CCCCC2)CCCCC1. (8) The catalyst is CN(C=O)C.CCOC(C)=O. The product is [Cl:1][C:2]1[CH:3]=[CH:4][C:5]([S:8]([N:11]([C@H:12]([CH2:16][CH:17]([CH3:19])[CH3:18])[C:13]([NH2:15])=[O:14])[CH2:32][C:31]2[CH:34]=[CH:35][C:28]([O:27][CH3:26])=[CH:29][CH:30]=2)(=[O:9])=[O:10])=[CH:6][CH:7]=1. The reactants are [Cl:1][C:2]1[CH:7]=[CH:6][C:5]([S:8]([NH:11][C@H:12]([CH2:16][CH:17]([CH3:19])[CH3:18])[C:13]([NH2:15])=[O:14])(=[O:10])=[O:9])=[CH:4][CH:3]=1.C([O-])([O-])=O.[K+].[K+].[CH3:26][O:27][C:28]1[CH:35]=[CH:34][C:31]([CH2:32]Cl)=[CH:30][CH:29]=1. The yield is 0.700.